From a dataset of Forward reaction prediction with 1.9M reactions from USPTO patents (1976-2016). Predict the product of the given reaction. (1) Given the reactants O.[C:2]([OH:10])(=[O:9])[C:3]([CH2:5][C:6]([OH:8])=[O:7])=[CH2:4].[CH2:11]=[C:12]1CC[O:15][C:13]1=[O:14].C(O)(=O)C=C.S(OOS([O-])(=O)=O)([O-])(=O)=O.[Na+].[Na+].[OH-].[Na+], predict the reaction product. The product is: [CH2:4]=[C:3]1[CH2:5][CH2:6][O:10][C:2]1=[O:9].[C:2]([OH:10])(=[O:9])[C:3]([CH2:5][C:6]([OH:8])=[O:7])=[CH2:4].[C:13]([OH:15])(=[O:14])[CH:12]=[CH2:11]. (2) Given the reactants [C:1]1([N:7]2[CH2:12][CH2:11][NH:10][CH2:9][CH2:8]2)[CH:6]=[CH:5][CH:4]=[CH:3][CH:2]=1.[CH3:13][S:14]([C:17]1[CH:18]=[C:19]([C:29](O)=[O:30])[C:20]([C:23]2[CH:28]=[CH:27][CH:26]=[CH:25][CH:24]=2)=[CH:21][CH:22]=1)(=[O:16])=[O:15], predict the reaction product. The product is: [CH3:13][S:14]([C:17]1[CH:22]=[CH:21][C:20]([C:23]2[CH:28]=[CH:27][CH:26]=[CH:25][CH:24]=2)=[C:19]([C:29]([N:10]2[CH2:11][CH2:12][N:7]([C:1]3[CH:6]=[CH:5][CH:4]=[CH:3][CH:2]=3)[CH2:8][CH2:9]2)=[O:30])[CH:18]=1)(=[O:15])=[O:16]. (3) Given the reactants O[C:2]1[N:7]=[CH:6][C:5]([C:8](O)=O)=[CH:4][N:3]=1.[CH2:11]([NH:14][C:15]1[C:16]([NH2:21])=[CH:17][CH:18]=[CH:19][CH:20]=1)[CH2:12][CH3:13].O=P(Cl)(Cl)[Cl:24], predict the reaction product. The product is: [Cl:24][C:2]1[N:7]=[CH:6][C:5]([C:8]2[N:14]([CH2:11][CH2:12][CH3:13])[C:15]3[CH:20]=[CH:19][CH:18]=[CH:17][C:16]=3[N:21]=2)=[CH:4][N:3]=1. (4) Given the reactants Br[C:2]1[CH:7]=[CH:6][C:5]([C:8]([F:11])([F:10])[F:9])=[CH:4][C:3]=1[N+:12]([O-:14])=[O:13].[CH3:15][CH:16](O)C, predict the reaction product. The product is: [CH:15]([C:2]1[CH:7]=[CH:6][C:5]([C:8]([F:11])([F:10])[F:9])=[CH:4][C:3]=1[N+:12]([O-:14])=[O:13])=[CH2:16]. (5) Given the reactants [CH:1]1([N:6]([CH2:14][C:15]2[CH:20]=[CH:19][CH:18]=[C:17]([O:21][CH2:22][CH:23]3[CH2:25][O:24]3)[CH:16]=2)[C:7](=[O:13])[O:8][C:9]([CH3:12])([CH3:11])[CH3:10])[CH2:5][CH2:4][CH2:3][CH2:2]1.[CH2:26]1[C:34]2[C:29](=[CH:30][CH:31]=[CH:32][CH:33]=2)[CH2:28][NH:27]1, predict the reaction product. The product is: [CH:1]1([N:6]([CH2:14][C:15]2[CH:20]=[CH:19][CH:18]=[C:17]([O:21][CH2:22][CH:23]([OH:24])[CH2:25][N:27]3[CH2:28][C:29]4[C:34](=[CH:33][CH:32]=[CH:31][CH:30]=4)[CH2:26]3)[CH:16]=2)[C:7](=[O:13])[O:8][C:9]([CH3:11])([CH3:10])[CH3:12])[CH2:2][CH2:3][CH2:4][CH2:5]1. (6) Given the reactants [O:1]1[C:5]2([CH2:10][CH2:9][CH:8]([OH:11])[CH2:7][CH2:6]2)[O:4][CH2:3][CH2:2]1.Br[CH2:13][C:14]#[CH:15], predict the reaction product. The product is: [CH2:15]([O:11][CH:8]1[CH2:9][CH2:10][C:5]2([O:4][CH2:3][CH2:2][O:1]2)[CH2:6][CH2:7]1)[C:14]#[CH:13]. (7) Given the reactants [CH3:1][C:2]1[CH:7]=[CH:6][CH:5]=[C:4]([CH3:8])[C:3]=1[C:9]1[N:14]=[C:13]([CH3:15])[C:12]([F:16])=[CH:11][CH:10]=1.[O:17]1CCOCC1, predict the reaction product. The product is: [CH3:1][C:2]1[CH:7]=[CH:6][CH:5]=[C:4]([CH3:8])[C:3]=1[C:9]1[N:14]=[C:13]([CH:15]=[O:17])[C:12]([F:16])=[CH:11][CH:10]=1.